From a dataset of NCI-60 drug combinations with 297,098 pairs across 59 cell lines. Regression. Given two drug SMILES strings and cell line genomic features, predict the synergy score measuring deviation from expected non-interaction effect. Drug 1: CNC(=O)C1=CC=CC=C1SC2=CC3=C(C=C2)C(=NN3)C=CC4=CC=CC=N4. Drug 2: C1CCC(C1)C(CC#N)N2C=C(C=N2)C3=C4C=CNC4=NC=N3. Cell line: MCF7. Synergy scores: CSS=3.40, Synergy_ZIP=-1.33, Synergy_Bliss=2.46, Synergy_Loewe=-0.425, Synergy_HSA=1.49.